The task is: Regression. Given two drug SMILES strings and cell line genomic features, predict the synergy score measuring deviation from expected non-interaction effect.. This data is from NCI-60 drug combinations with 297,098 pairs across 59 cell lines. (1) Drug 1: CCC1=CC2CC(C3=C(CN(C2)C1)C4=CC=CC=C4N3)(C5=C(C=C6C(=C5)C78CCN9C7C(C=CC9)(C(C(C8N6C)(C(=O)OC)O)OC(=O)C)CC)OC)C(=O)OC.C(C(C(=O)O)O)(C(=O)O)O. Drug 2: CC1=C(N=C(N=C1N)C(CC(=O)N)NCC(C(=O)N)N)C(=O)NC(C(C2=CN=CN2)OC3C(C(C(C(O3)CO)O)O)OC4C(C(C(C(O4)CO)O)OC(=O)N)O)C(=O)NC(C)C(C(C)C(=O)NC(C(C)O)C(=O)NCCC5=NC(=CS5)C6=NC(=CS6)C(=O)NCCC[S+](C)C)O. Cell line: MOLT-4. Synergy scores: CSS=77.3, Synergy_ZIP=13.6, Synergy_Bliss=15.4, Synergy_Loewe=7.95, Synergy_HSA=12.1. (2) Synergy scores: CSS=0.0165, Synergy_ZIP=-0.545, Synergy_Bliss=-1.09, Synergy_Loewe=-1.25, Synergy_HSA=-1.96. Drug 2: COC1=CC(=CC(=C1O)OC)C2C3C(COC3=O)C(C4=CC5=C(C=C24)OCO5)OC6C(C(C7C(O6)COC(O7)C8=CC=CS8)O)O. Cell line: NCI/ADR-RES. Drug 1: C1CCN(CC1)CCOC2=CC=C(C=C2)C(=O)C3=C(SC4=C3C=CC(=C4)O)C5=CC=C(C=C5)O. (3) Drug 1: CS(=O)(=O)OCCCCOS(=O)(=O)C. Drug 2: C1CNP(=O)(OC1)N(CCCl)CCCl. Cell line: EKVX. Synergy scores: CSS=8.65, Synergy_ZIP=-4.10, Synergy_Bliss=-4.86, Synergy_Loewe=-8.53, Synergy_HSA=-4.19. (4) Drug 1: C1CCC(CC1)NC(=O)N(CCCl)N=O. Drug 2: CCCCCOC(=O)NC1=NC(=O)N(C=C1F)C2C(C(C(O2)C)O)O. Cell line: UACC-257. Synergy scores: CSS=1.76, Synergy_ZIP=-0.200, Synergy_Bliss=2.26, Synergy_Loewe=-3.03, Synergy_HSA=-0.464. (5) Drug 2: C1C(C(OC1N2C=NC(=NC2=O)N)CO)O. Synergy scores: CSS=-5.36, Synergy_ZIP=4.31, Synergy_Bliss=6.74, Synergy_Loewe=-2.62, Synergy_HSA=-4.44. Cell line: EKVX. Drug 1: C1CN(P(=O)(OC1)NCCCl)CCCl.